From a dataset of Forward reaction prediction with 1.9M reactions from USPTO patents (1976-2016). Predict the product of the given reaction. (1) Given the reactants [CH2:1]([O:4][C:5]1([CH3:48])[CH2:10][CH2:9][N:8]([C:11]2[C:12]3[N:13]([N:28]=[C:29]([C:31](=[O:47])[NH:32][CH2:33][CH:34]([OH:46])[CH2:35][C:36]4[CH:41]=[CH:40][CH:39]=[CH:38][C:37]=4[O:42][CH2:43]C=C)[CH:30]=3)[CH:14]=[C:15]([CH3:27])[C:16]=2[C@H:17]([O:22][C:23]([CH3:26])([CH3:25])[CH3:24])[C:18]([O:20][CH3:21])=[O:19])[CH2:7][CH2:6]1)[CH:2]=[CH2:3], predict the reaction product. The product is: [C:23]([O:22][C@@H:17]([C:16]1[C:15]([CH3:27])=[CH:14][N:13]2[N:28]=[C:29]3[CH:30]=[C:12]2[C:11]=1[N:8]1[CH2:7][CH2:6][C:5]([CH3:48])([O:4][CH2:1][CH:2]=[CH:3][CH2:43][O:42][C:37]2[CH:38]=[CH:39][CH:40]=[CH:41][C:36]=2[CH2:35][CH:34]([OH:46])[CH2:33][NH:32][C:31]3=[O:47])[CH2:10][CH2:9]1)[C:18]([O:20][CH3:21])=[O:19])([CH3:25])([CH3:26])[CH3:24]. (2) Given the reactants [CH3:1][O:2][C:3]1[CH:4]=[CH:5][C:6]2[N:10]([CH3:11])[C:9](=[O:12])[N:8]([CH2:13][C@H:14]3[CH2:19][CH2:18][C@H:17]([C:20]([NH:22][NH:23][C:24]([C:26]4[CH:30]=[C:29]([CH3:31])[N:28]([C:32]([CH3:35])([CH3:34])[CH3:33])[N:27]=4)=O)=[O:21])[CH2:16][CH2:15]3)[C:7]=2[CH:36]=1, predict the reaction product. The product is: [C:32]([N:28]1[C:29]([CH3:31])=[CH:30][CH:26]([C:24]2[O:21][C:20]([C@H:17]3[CH2:16][CH2:15][C@H:14]([CH2:13][N:8]4[C:7]5[CH:36]=[C:3]([O:2][CH3:1])[CH:4]=[CH:5][C:6]=5[N:10]([CH3:11])[C:9]4=[O:12])[CH2:19][CH2:18]3)=[N:22][N:23]=2)[NH:27]1)([CH3:35])([CH3:34])[CH3:33]. (3) Given the reactants [Cl:1][C:2]1[CH:3]=[C:4]([C:8](=O)[CH2:9][CH2:10][CH2:11][CH2:12][N:13]2[CH2:18][CH2:17][CH:16]([C:19]3[CH:20]=[C:21]([NH:25][C:26](=[O:30])[CH:27]([CH3:29])[CH3:28])[CH:22]=[CH:23][CH:24]=3)[CH2:15][CH2:14]2)[CH:5]=[CH:6][CH:7]=1.Cl.[CH3:33][C:34]1[CH:39]=[CH:38][CH:37]=[CH:36][C:35]=1[NH:40]N, predict the reaction product. The product is: [Cl:1][C:2]1[CH:3]=[C:4]([C:8]2[NH:40][C:35]3[C:36]([C:9]=2[CH2:10][CH2:11][CH2:12][N:13]2[CH2:18][CH2:17][CH:16]([C:19]4[CH:20]=[C:21]([NH:25][C:26](=[O:30])[CH:27]([CH3:29])[CH3:28])[CH:22]=[CH:23][CH:24]=4)[CH2:15][CH2:14]2)=[CH:37][CH:38]=[CH:39][C:34]=3[CH3:33])[CH:5]=[CH:6][CH:7]=1. (4) Given the reactants Br[C:2]1[CH:3]=[CH:4][C:5]2[NH:10][CH:9]([CH3:11])[O:8][C:7]([CH3:13])([CH3:12])[C:6]=2[CH:14]=1.Br[C:16]1[CH:17]=[CH:18][C:19]([F:24])=[C:20]([CH:23]=1)[C:21]#[N:22], predict the reaction product. The product is: [F:24][C:19]1[CH:18]=[CH:17][C:16]([C:2]2[CH:3]=[CH:4][C:5]3[NH:10][CH:9]([CH3:11])[O:8][C:7]([CH3:13])([CH3:12])[C:6]=3[CH:14]=2)=[CH:23][C:20]=1[C:21]#[N:22]. (5) Given the reactants [OH:1][C:2]1[CH:3]=[C:4]([CH:9]=[C:10]([OH:12])[CH:11]=1)[C:5](OC)=O.[CH2:13](Br)[CH3:14].[C:16](=O)([O-])[O-].[K+].[K+].[OH-].[Na+].[NH2:24][C:25]1[C:30]([NH2:31])=[CH:29][CH:28]=[CH:27][N:26]=1.N1[C:36]2[CH:37]=[CH:38][CH:39]=[N:40][C:35]=2N=C1, predict the reaction product. The product is: [CH2:13]([O:12][C:10]1[CH:9]=[C:4]([C:5]2[NH:31][C:30]3[C:25]([N:24]=2)=[N:26][CH:27]=[CH:28][CH:29]=3)[CH:3]=[C:2]([O:1][CH2:16][C:36]2[CH:35]=[N:40][CH:39]=[CH:38][CH:37]=2)[CH:11]=1)[CH3:14]. (6) Given the reactants ClC(Cl)(Cl)[C:3]([C:5]1[C:13]2[C:8](=[N:9][CH:10]=[C:11]([C:14]3[CH:15]=[N:16][N:17]([CH3:19])[CH:18]=3)[CH:12]=2)[NH:7][CH:6]=1)=[O:4].O.[NH2:23][NH2:24], predict the reaction product. The product is: [CH3:19][N:17]1[CH:18]=[C:14]([C:11]2[CH:12]=[C:13]3[C:5]([C:3]([NH:23][NH2:24])=[O:4])=[CH:6][NH:7][C:8]3=[N:9][CH:10]=2)[CH:15]=[N:16]1. (7) The product is: [Cl:1][C:2]1[CH:3]=[C:4]([C:9]2([CH2:15][N:18]([CH3:19])[CH3:17])[CH2:14][CH2:13][CH2:12][CH2:11][CH2:10]2)[CH:5]=[CH:6][C:7]=1[F:8]. Given the reactants [Cl:1][C:2]1[CH:3]=[C:4]([C:9]2([CH:15]=O)[CH2:14][CH2:13][CH2:12][CH2:11][CH2:10]2)[CH:5]=[CH:6][C:7]=1[F:8].[CH3:17][NH:18][CH3:19].ClC1C=C(C2(CNC)CCCCC2)C=CC=1F, predict the reaction product. (8) Given the reactants Cl.[N:2]1[CH:3]=[CH:4][N:5]2[CH:10]=[CH:9][N:8]=[C:7]([N:11]3[CH2:15][CH2:14][C@H:13]([NH2:16])[CH2:12]3)[C:6]=12.[F:17][C:18]1[CH:23]=[CH:22][C:21]([N:24]2[CH:28]=[N:27][C:26]([C:29](O)=[O:30])=[N:25]2)=[CH:20][CH:19]=1.C(N(CC)C(C)C)C.CN(C(ON1N=NC2C=CC=NC1=2)=[N+](C)C)C.F[P-](F)(F)(F)(F)F, predict the reaction product. The product is: [F:17][C:18]1[CH:19]=[CH:20][C:21]([N:24]2[CH:28]=[N:27][C:26]([C:29]([NH:16][C@H:13]3[CH2:14][CH2:15][N:11]([C:7]4[C:6]5[N:5]([CH:4]=[CH:3][N:2]=5)[CH:10]=[CH:9][N:8]=4)[CH2:12]3)=[O:30])=[N:25]2)=[CH:22][CH:23]=1. (9) Given the reactants [CH3:1][C:2]1([CH3:25])[C:6]2[C:7]([O:11][C:12]3[N:17]=[CH:16][C:15]([NH:18][C:19](=[O:24])[C:20]([CH3:23])([CH3:22])[NH2:21])=[CH:14][N:13]=3)=[CH:8][CH:9]=[CH:10][C:5]=2[O:4][CH2:3]1.Cl[C:27](Cl)([O:29]C(=O)OC(Cl)(Cl)Cl)Cl, predict the reaction product. The product is: [CH3:1][C:2]1([CH3:25])[C:6]2[C:7]([O:11][C:12]3[N:17]=[CH:16][C:15]([N:18]4[C:19](=[O:24])[C:20]([CH3:23])([CH3:22])[NH:21][C:27]4=[O:29])=[CH:14][N:13]=3)=[CH:8][CH:9]=[CH:10][C:5]=2[O:4][CH2:3]1. (10) Given the reactants [CH3:1][C:2]([O:5][C:6]([NH:8][C@H:9]([C:21](=O)[NH:22][CH3:23])[CH2:10][C:11]([O:13][CH2:14][C:15]1[CH:20]=[CH:19][CH:18]=[CH:17][CH:16]=1)=[O:12])=[O:7])([CH3:4])[CH3:3].P12(SP3(SP(SP(S3)(S1)=S)(=S)S2)=S)=[S:26].C([O-])(O)=O.[Na+], predict the reaction product. The product is: [CH3:1][C:2]([O:5][C:6]([NH:8][C@H:9]([C:21]([NH:22][CH3:23])=[S:26])[CH2:10][C:11]([O:13][CH2:14][C:15]1[CH:20]=[CH:19][CH:18]=[CH:17][CH:16]=1)=[O:12])=[O:7])([CH3:4])[CH3:3].